The task is: Predict the product of the given reaction.. This data is from Forward reaction prediction with 1.9M reactions from USPTO patents (1976-2016). (1) Given the reactants [CH:1](=[C:8](/[CH2:12][C:13]([O:15][C:16]([CH3:19])([CH3:18])[CH3:17])=[O:14])\[C:9]([OH:11])=[O:10])/[C:2]1[CH:7]=[CH:6][CH:5]=[CH:4][CH:3]=1.C1(=O)OC(=O)C=C1, predict the reaction product. The product is: [C:2]1([CH:1]=[CH:8][CH2:12][C:13]([OH:15])=[O:14])[CH:7]=[CH:6][CH:5]=[CH:4][CH:3]=1.[CH:1](=[C:8](/[CH2:12][C:13]([O:15][C:16]([CH3:19])([CH3:18])[CH3:17])=[O:14])\[C:9]([OH:11])=[O:10])/[C:2]1[CH:7]=[CH:6][CH:5]=[CH:4][CH:3]=1. (2) Given the reactants [CH3:1][C:2]1[CH:11]=[CH:10][C:9]2[C:4](=[CH:5][CH:6]=[C:7]([CH3:15])[C:8]=2[N+:12]([O-])=O)[N:3]=1.[NH4+].[Cl-], predict the reaction product. The product is: [CH3:1][C:2]1[CH:11]=[CH:10][C:9]2[C:4](=[CH:5][CH:6]=[C:7]([CH3:15])[C:8]=2[NH2:12])[N:3]=1. (3) Given the reactants [Cl:1][C:2]1[C:3]([CH2:8][N:9]2C(=O)C3C(=CC=CC=3)C2=O)=[N:4][CH:5]=[CH:6][N:7]=1.NN, predict the reaction product. The product is: [ClH:1].[Cl:1][C:2]1[C:3]([CH2:8][NH2:9])=[N:4][CH:5]=[CH:6][N:7]=1. (4) Given the reactants Cl[C:2]1[O:3][C:4]2[C:5](=[C:7]([C:11]([O:13][CH3:14])=[O:12])[CH:8]=[CH:9][CH:10]=2)[N:6]=1.[NH:15]1[CH2:20][CH2:19][NH:18][CH2:17][C:16]1=[O:21], predict the reaction product. The product is: [O:21]=[C:16]1[NH:15][CH2:20][CH2:19][N:18]([C:2]2[O:3][C:4]3[C:5](=[C:7]([C:11]([O:13][CH3:14])=[O:12])[CH:8]=[CH:9][CH:10]=3)[N:6]=2)[CH2:17]1.